This data is from NCI-60 drug combinations with 297,098 pairs across 59 cell lines. The task is: Regression. Given two drug SMILES strings and cell line genomic features, predict the synergy score measuring deviation from expected non-interaction effect. (1) Drug 2: CC1C(C(CC(O1)OC2CC(CC3=C2C(=C4C(=C3O)C(=O)C5=CC=CC=C5C4=O)O)(C(=O)C)O)N)O. Cell line: HCT-15. Drug 1: C#CCC(CC1=CN=C2C(=N1)C(=NC(=N2)N)N)C3=CC=C(C=C3)C(=O)NC(CCC(=O)O)C(=O)O. Synergy scores: CSS=43.8, Synergy_ZIP=-5.31, Synergy_Bliss=-5.76, Synergy_Loewe=-1.52, Synergy_HSA=-0.462. (2) Drug 1: CN(C)C(=N)N=C(N)N. Drug 2: B(C(CC(C)C)NC(=O)C(CC1=CC=CC=C1)NC(=O)C2=NC=CN=C2)(O)O. Cell line: SK-OV-3. Synergy scores: CSS=36.7, Synergy_ZIP=-0.652, Synergy_Bliss=-3.64, Synergy_Loewe=-48.3, Synergy_HSA=-2.33. (3) Drug 1: CC1C(C(CC(O1)OC2CC(CC3=C2C(=C4C(=C3O)C(=O)C5=C(C4=O)C(=CC=C5)OC)O)(C(=O)CO)O)N)O.Cl. Drug 2: C1=C(C(=O)NC(=O)N1)N(CCCl)CCCl. Cell line: RXF 393. Synergy scores: CSS=3.92, Synergy_ZIP=-1.03, Synergy_Bliss=2.37, Synergy_Loewe=0.717, Synergy_HSA=0.879. (4) Cell line: HT29. Drug 1: C1=CN(C(=O)N=C1N)C2C(C(C(O2)CO)O)O.Cl. Drug 2: C1=CC=C(C=C1)NC(=O)CCCCCCC(=O)NO. Synergy scores: CSS=24.4, Synergy_ZIP=-0.406, Synergy_Bliss=6.61, Synergy_Loewe=-13.6, Synergy_HSA=1.53. (5) Drug 1: CCN(CC)CCCC(C)NC1=C2C=C(C=CC2=NC3=C1C=CC(=C3)Cl)OC. Drug 2: C1CNP(=O)(OC1)N(CCCl)CCCl. Cell line: T-47D. Synergy scores: CSS=9.94, Synergy_ZIP=0.0545, Synergy_Bliss=3.30, Synergy_Loewe=-5.43, Synergy_HSA=-1.44. (6) Drug 1: CC12CCC(CC1=CCC3C2CCC4(C3CC=C4C5=CN=CC=C5)C)O. Drug 2: N.N.Cl[Pt+2]Cl. Cell line: RXF 393. Synergy scores: CSS=12.2, Synergy_ZIP=-3.51, Synergy_Bliss=-1.85, Synergy_Loewe=-2.45, Synergy_HSA=-0.738. (7) Drug 2: CC1CCC2CC(C(=CC=CC=CC(CC(C(=O)C(C(C(=CC(C(=O)CC(OC(=O)C3CCCCN3C(=O)C(=O)C1(O2)O)C(C)CC4CCC(C(C4)OC)OCCO)C)C)O)OC)C)C)C)OC. Cell line: M14. Synergy scores: CSS=8.69, Synergy_ZIP=5.43, Synergy_Bliss=6.35, Synergy_Loewe=3.75, Synergy_HSA=6.12. Drug 1: C1=CC(=CC=C1CCCC(=O)O)N(CCCl)CCCl. (8) Drug 1: CCCCC(=O)OCC(=O)C1(CC(C2=C(C1)C(=C3C(=C2O)C(=O)C4=C(C3=O)C=CC=C4OC)O)OC5CC(C(C(O5)C)O)NC(=O)C(F)(F)F)O. Drug 2: CCN(CC)CCCC(C)NC1=C2C=C(C=CC2=NC3=C1C=CC(=C3)Cl)OC. Cell line: EKVX. Synergy scores: CSS=35.5, Synergy_ZIP=3.37, Synergy_Bliss=5.97, Synergy_Loewe=-7.99, Synergy_HSA=5.33. (9) Drug 1: C1CC(=O)NC(=O)C1N2CC3=C(C2=O)C=CC=C3N. Drug 2: CC1=C(C(=CC=C1)Cl)NC(=O)C2=CN=C(S2)NC3=CC(=NC(=N3)C)N4CCN(CC4)CCO. Cell line: SF-268. Synergy scores: CSS=4.88, Synergy_ZIP=-2.51, Synergy_Bliss=-2.85, Synergy_Loewe=-0.510, Synergy_HSA=-3.30. (10) Drug 1: C1CCN(CC1)CCOC2=CC=C(C=C2)C(=O)C3=C(SC4=C3C=CC(=C4)O)C5=CC=C(C=C5)O. Drug 2: CC1=C(C=C(C=C1)C(=O)NC2=CC(=CC(=C2)C(F)(F)F)N3C=C(N=C3)C)NC4=NC=CC(=N4)C5=CN=CC=C5. Cell line: HS 578T. Synergy scores: CSS=-8.82, Synergy_ZIP=9.13, Synergy_Bliss=12.7, Synergy_Loewe=2.18, Synergy_HSA=2.18.